Dataset: Full USPTO retrosynthesis dataset with 1.9M reactions from patents (1976-2016). Task: Predict the reactants needed to synthesize the given product. (1) Given the product [N:16]1([NH:22][C:13]([C:11]2[CH:10]=[CH:9][CH:8]=[C:7]([CH:4]3[CH2:3][CH2:2][O:1][CH2:6][CH2:5]3)[N:12]=2)=[O:15])[CH2:21][CH2:20][CH2:19][CH2:18][CH2:17]1, predict the reactants needed to synthesize it. The reactants are: [O:1]1[CH2:6][CH2:5][CH:4]([C:7]2[N:12]=[C:11]([C:13]([OH:15])=O)[CH:10]=[CH:9][CH:8]=2)[CH2:3][CH2:2]1.[N:16]1([NH2:22])[CH2:21][CH2:20][CH2:19][CH2:18][CH2:17]1. (2) Given the product [CH2:1]([O:8][CH2:9][CH:10]([CH:20]1[CH2:23][CH:22]([S:24]([Cl:31])(=[O:27])=[O:25])[CH2:21]1)[CH2:11][O:12][CH2:13][C:14]1[CH:19]=[CH:18][CH:17]=[CH:16][CH:15]=1)[C:2]1[CH:7]=[CH:6][CH:5]=[CH:4][CH:3]=1, predict the reactants needed to synthesize it. The reactants are: [CH2:1]([O:8][CH2:9][CH:10]([CH:20]1[CH2:23][CH:22]([S:24]([O-:27])(=O)=[O:25])[CH2:21]1)[CH2:11][O:12][CH2:13][C:14]1[CH:19]=[CH:18][CH:17]=[CH:16][CH:15]=1)[C:2]1[CH:7]=[CH:6][CH:5]=[CH:4][CH:3]=1.[K+].O=P(Cl)(Cl)[Cl:31].C(N(C(C)C)CC)(C)C. (3) Given the product [CH3:1][O:2][C:3](=[O:38])[CH2:4][CH2:5][C:6]1[CH:15]=[CH:14][C:13]2[N:12]([CH2:16][CH2:17][CH2:18][NH:19][C:20]([O:22][C:23]([CH3:26])([CH3:25])[CH3:24])=[O:21])[C:11](=[O:27])[C:10]3=[C:28]([CH3:37])[N:29]([CH:31]4[CH2:36][CH2:35][CH2:34][CH2:33][O:32]4)[N:30]=[C:9]3[C:8]=2[CH:7]=1, predict the reactants needed to synthesize it. The reactants are: [CH3:1][O:2][C:3](=[O:38])[CH:4]=[CH:5][C:6]1[CH:15]=[CH:14][C:13]2[N:12]([CH2:16][CH2:17][CH2:18][NH:19][C:20]([O:22][C:23]([CH3:26])([CH3:25])[CH3:24])=[O:21])[C:11](=[O:27])[C:10]3=[C:28]([CH3:37])[N:29]([CH:31]4[CH2:36][CH2:35][CH2:34][CH2:33][O:32]4)[N:30]=[C:9]3[C:8]=2[CH:7]=1.CO.CCOC(C)=O.